Dataset: Choline transporter screen with 302,306 compounds. Task: Binary Classification. Given a drug SMILES string, predict its activity (active/inactive) in a high-throughput screening assay against a specified biological target. (1) The compound is FC(F)(F)c1c(NC(=O)NCCN2CCN(CC2)C)cccc1. The result is 0 (inactive). (2) The compound is Oc1ccc(CN(C2CCCCC2)C)cc1. The result is 0 (inactive). (3) The molecule is FC(F)(F)c1ccc(N2CCCN(CC2)C(=O)COCC(O)=O)nc1. The result is 0 (inactive). (4) The compound is s1c2CCCCc2nc1NC(=O)Cc1nc2sccn2c1. The result is 0 (inactive). (5) The molecule is O=C(N1CCN(CC1)c1c(ccc(c1)C)C)c1ccc(Cn2c(=O)c3c([nH]c2=O)cccc3)cc1. The result is 0 (inactive). (6) The molecule is o1c(=O)c2N(CCCc2c2c1ccc(OC(=O)C)c2)C(=O)CN1CCN(CC1)c1ncccn1. The result is 0 (inactive). (7) The molecule is O(c1c(N2CC=C(NC2=O)c2cc([N+]([O-])=O)ccc2)cccc1)C. The result is 0 (inactive). (8) The result is 0 (inactive). The compound is s1c(c(nc1NC(=O)c1cc(OC)c(OC)cc1)C)C. (9) The drug is Clc1sc(S(=O)(=O)Nc2c(C(=O)NCc3occc3)cccc2)cc1. The result is 1 (active). (10) The compound is O(c1ccc(C(C)(C)C)cc1)CCC(=O)NCc1ccc(OC)cc1. The result is 0 (inactive).